This data is from Forward reaction prediction with 1.9M reactions from USPTO patents (1976-2016). The task is: Predict the product of the given reaction. Given the reactants [Cl:1][C:2]1[CH:7]=[CH:6][C:5]([C:8]2[N:9]([CH2:14][CH:15]([OH:20])[C:16]([F:19])([F:18])[F:17])[C:10](=[O:13])[NH:11][N:12]=2)=[CH:4][CH:3]=1.C(=O)([O-])[O-].[Cs+].[Cs+].Br[CH2:28][C:29]1[CH:38]=[CH:37][C:32]([C:33]([O:35][CH3:36])=[O:34])=[CH:31][CH:30]=1, predict the reaction product. The product is: [Cl:1][C:2]1[CH:7]=[CH:6][C:5]([C:8]2[N:9]([CH2:14][CH:15]([OH:20])[C:16]([F:18])([F:19])[F:17])[C:10](=[O:13])[N:11]([CH2:28][C:29]3[CH:38]=[CH:37][C:32]([C:33]([O:35][CH3:36])=[O:34])=[CH:31][CH:30]=3)[N:12]=2)=[CH:4][CH:3]=1.